Task: Predict which catalyst facilitates the given reaction.. Dataset: Catalyst prediction with 721,799 reactions and 888 catalyst types from USPTO (1) Reactant: [Cl:1][C:2]1[CH:3]=[CH:4][C:5]([O:20][CH2:21][C:22]2[S:26][N:25]=[CH:24][CH:23]=2)=[C:6]([CH:19]=1)[CH2:7][N:8]1C(=O)C2C(=CC=CC=2)C1=O.CC(O)C.O.[BH4-].[Na+]. Product: [Cl:1][C:2]1[CH:3]=[CH:4][C:5]([O:20][CH2:21][C:22]2[S:26][N:25]=[CH:24][CH:23]=2)=[C:6]([CH:19]=1)[CH2:7][NH2:8]. The catalyst class is: 1. (2) Reactant: [NH2:1][C:2]1[N:28]([CH2:29][C:30]([OH:33])([CH3:32])[CH3:31])[C:6]2[N:7]=[C:8]([NH:11][C:12]3[CH:17]=[CH:16][C:15]([N:18]4[CH2:23][CH2:22][N:21]([CH2:24][CH3:25])[CH2:20][CH2:19]4)=[CH:14][C:13]=3[O:26][CH3:27])[N:9]=[CH:10][C:5]=2[C:4](=[O:34])[C:3]=1[C:35]([NH2:37])=[O:36].[ClH:38].CCOCC. Product: [ClH:38].[NH2:1][C:2]1[N:28]([CH2:29][C:30]([OH:33])([CH3:32])[CH3:31])[C:6]2[N:7]=[C:8]([NH:11][C:12]3[CH:17]=[CH:16][C:15]([N:18]4[CH2:19][CH2:20][N:21]([CH2:24][CH3:25])[CH2:22][CH2:23]4)=[CH:14][C:13]=3[O:26][CH3:27])[N:9]=[CH:10][C:5]=2[C:4](=[O:34])[C:3]=1[C:35]([NH2:37])=[O:36]. The catalyst class is: 71. (3) Reactant: [CH2:1]1[N:6]([CH:7]([C:10]2[S:11][CH:12]=[CH:13][N:14]=2)[C:8]#[N:9])[CH2:5][CH2:4][N:3]2[CH2:15][CH2:16][CH2:17][C@H:2]12.[OH:18]S(O)(=O)=O. Product: [CH2:1]1[N:6]([CH:7]([C:10]2[S:11][CH:12]=[CH:13][N:14]=2)[C:8]([NH2:9])=[O:18])[CH2:5][CH2:4][N:3]2[CH2:15][CH2:16][CH2:17][C@H:2]12. The catalyst class is: 81.